This data is from Catalyst prediction with 721,799 reactions and 888 catalyst types from USPTO. The task is: Predict which catalyst facilitates the given reaction. (1) Reactant: [C:1]([C:4]1[C:12]2[N:11]=[C:10]([CH:13]3[CH2:21][C:20]4[C:15](=[CH:16][CH:17]=[CH:18][CH:19]=4)[N:14]3C(OCC3C=CC=CC=3)=O)[NH:9][C:8]=2[CH:7]=[CH:6][CH:5]=1)(=[O:3])[NH2:2]. Product: [NH:14]1[C:15]2[C:20](=[CH:19][CH:18]=[CH:17][CH:16]=2)[CH2:21][CH:13]1[C:10]1[NH:9][C:8]2[CH:7]=[CH:6][CH:5]=[C:4]([C:1]([NH2:2])=[O:3])[C:12]=2[N:11]=1. The catalyst class is: 78. (2) Reactant: FC(F)(F)C(O)=O.[NH2:8][CH2:9]/[CH:10]=[CH:11]/[C:12]([O:14][CH2:15][CH3:16])=[O:13].ClC(Cl)(Cl)[C:19]([C:21]1[NH:22][CH:23]=[C:24]([I:26])[CH:25]=1)=[O:20].C(N(CC)C(C)C)(C)C. Product: [I:26][C:24]1[CH:25]=[C:21]([C:19]([NH:8][CH2:9]/[CH:10]=[CH:11]/[C:12]([O:14][CH2:15][CH3:16])=[O:13])=[O:20])[NH:22][CH:23]=1. The catalyst class is: 4. (3) Reactant: [Cl:1][C:2]1[C:3]([CH3:39])=[N:4][O:5][C:6]=1[N:7]([CH2:33][O:34][CH2:35][CH2:36][O:37][CH3:38])[S:8]([C:11]1[C:19]2[C:14](=[N:15][CH:16]=[CH:17][CH:18]=2)[S:13][C:12]=1[CH:20]([OH:32])[CH2:21][CH2:22][C:23]1[CH:28]=[CH:27][C:26]2[O:29][CH2:30][O:31][C:25]=2[CH:24]=1)(=[O:10])=[O:9].C1C=C[NH+]=CC=1.[O-][Cr](Cl)(=O)=O. Product: [Cl:1][C:2]1[C:3]([CH3:39])=[N:4][O:5][C:6]=1[N:7]([CH2:33][O:34][CH2:35][CH2:36][O:37][CH3:38])[S:8]([C:11]1[C:19]2[C:14](=[N:15][CH:16]=[CH:17][CH:18]=2)[S:13][C:12]=1[C:20](=[O:32])[CH2:21][CH2:22][C:23]1[CH:28]=[CH:27][C:26]2[O:29][CH2:30][O:31][C:25]=2[CH:24]=1)(=[O:9])=[O:10]. The catalyst class is: 2. (4) Reactant: [P:1]([O:13][CH2:14][C@@H:15]1[C@@H:22]2[C@@H:18]([O:19][C:20]([CH3:24])([CH3:23])[O:21]2)[C@H:17]([N:25]2[C:30]([CH3:31])=[C:29]([CH3:32])[C:28](=[O:33])[NH:27][C:26]2=[O:34])[O:16]1)([O:8][C:9]([CH3:12])([CH3:11])[CH3:10])([O:3][C:4]([CH3:7])([CH3:6])[CH3:5])=[O:2].[Se](=O)=[O:36]. Product: [P:1]([O:13][CH2:14][C@@H:15]1[C@@H:22]2[C@@H:18]([O:19][C:20]([CH3:23])([CH3:24])[O:21]2)[C@H:17]([N:25]2[C:30]([CH2:31][OH:36])=[C:29]([CH3:32])[C:28](=[O:33])[NH:27][C:26]2=[O:34])[O:16]1)([O:8][C:9]([CH3:10])([CH3:11])[CH3:12])([O:3][C:4]([CH3:6])([CH3:7])[CH3:5])=[O:2]. The catalyst class is: 12. (5) Reactant: CCN(C(C)C)C(C)C.[NH2:10][CH:11]1[CH2:16][CH2:15][CH:14]([NH:17][S:18]([CH3:21])(=[O:20])=[O:19])[CH2:13][CH2:12]1.CS([C:25]1[N:30]=[C:29]([C:31]2[C:39]3[C:34](=[C:35]([O:40][CH2:41][CH2:42][CH2:43][S:44]([CH3:47])(=[O:46])=[O:45])[CH:36]=[CH:37][CH:38]=3)[NH:33][N:32]=2)[CH:28]=[CH:27][N:26]=1)=O.O. Product: [CH3:47][S:44]([CH2:43][CH2:42][CH2:41][O:40][C:35]1[CH:36]=[CH:37][CH:38]=[C:39]2[C:34]=1[NH:33][N:32]=[C:31]2[C:29]1[CH:28]=[CH:27][N:26]=[C:25]([NH:10][CH:11]2[CH2:16][CH2:15][CH:14]([NH:17][S:18]([CH3:21])(=[O:20])=[O:19])[CH2:13][CH2:12]2)[N:30]=1)(=[O:46])=[O:45]. The catalyst class is: 37. (6) Reactant: [NH2:1][C:2]1[CH:3]=[C:4]([N:8]([CH:22]2[CH2:24][CH2:23]2)[C:9]2[N:10]=[CH:11][C:12]3[N:17]=[C:16]([NH:18][C:19](=[O:21])[CH3:20])[S:15][C:13]=3[N:14]=2)[CH:5]=[CH:6][CH:7]=1.[F:25][C:26]([F:38])([F:37])[O:27][C:28]1[CH:29]=[C:30]([CH:34]=[CH:35][CH:36]=1)[C:31](O)=[O:32].F[P-](F)(F)(F)(F)F.N1(OC(N(C)C)=[N+](C)C)C2N=CC=CC=2N=N1.C(=O)([O-])O.[Na+]. Product: [C:19]([NH:18][C:16]1[S:15][C:13]2[N:14]=[C:9]([N:8]([CH:22]3[CH2:24][CH2:23]3)[C:4]3[CH:3]=[C:2]([NH:1][C:31](=[O:32])[C:30]4[CH:34]=[CH:35][CH:36]=[C:28]([O:27][C:26]([F:25])([F:37])[F:38])[CH:29]=4)[CH:7]=[CH:6][CH:5]=3)[N:10]=[CH:11][C:12]=2[N:17]=1)(=[O:21])[CH3:20]. The catalyst class is: 17.